This data is from Catalyst prediction with 721,799 reactions and 888 catalyst types from USPTO. The task is: Predict which catalyst facilitates the given reaction. (1) Reactant: [Cl:1][C:2]1[CH:3]=[C:4]([CH:6]=[C:7]([Cl:9])[CH:8]=1)[NH2:5].[CH2:10]([C:12](=O)[C:13]([O-:15])=[O:14])[CH3:11].[Br:17][C:18]1[CH:19]=[C:20]([CH:23]=[CH:24][CH:25]=1)C=C.F[C:27](F)(F)[C:28](O)=O. Product: [CH2:27]([O:15][C:13]([CH:12]1[CH2:10][CH:11]([C:24]2[CH:23]=[CH:20][CH:19]=[C:18]([Br:17])[CH:25]=2)[C:3]2[C:4](=[CH:6][C:7]([Cl:9])=[CH:8][C:2]=2[Cl:1])[NH:5]1)=[O:14])[CH3:28]. The catalyst class is: 10. (2) Reactant: [CH3:1][N:2]([CH3:11])[CH2:3][CH2:4][N:5]1[CH2:10][CH2:9][NH:8][CH2:7][CH2:6]1.C(N(CC)CC)C.[Cl:19][C:20]1[N:25]=[CH:24][C:23]([S:26](Cl)(=[O:28])=[O:27])=[CH:22][CH:21]=1. Product: [Cl:19][C:20]1[N:25]=[CH:24][C:23]([S:26]([N:8]2[CH2:9][CH2:10][N:5]([CH2:4][CH2:3][N:2]([CH3:11])[CH3:1])[CH2:6][CH2:7]2)(=[O:28])=[O:27])=[CH:22][CH:21]=1. The catalyst class is: 4. (3) Reactant: N1CCOCC1.[C:7]([OH:11])(=[O:10])[CH:8]=O.[CH:12](=[O:17])[CH2:13][CH2:14][CH2:15][CH3:16].Cl. Product: [OH:17][C:12]1[O:11][C:7](=[O:10])[CH2:8][C:13]=1[CH2:14][CH2:15][CH3:16]. The catalyst class is: 194. (4) Product: [CH2:8]([O:7][C:1](=[O:6])[C:2]([C:3](=[O:4])[CH3:5])=[CH:16][C:15]1[CH:18]=[CH:19][CH:20]=[C:13]([N+:10]([O-:12])=[O:11])[CH:14]=1)[CH3:9]. The catalyst class is: 11. Reactant: [C:1]([O:7][CH2:8][CH3:9])(=[O:6])[CH2:2][C:3]([CH3:5])=[O:4].[N+:10]([C:13]1[CH:14]=[C:15]([CH:18]=[CH:19][CH:20]=1)[CH:16]=O)([O-:12])=[O:11].C(O)(=O)C.N1C=CC=CC=1. (5) Reactant: Cl.[F:2][C:3]1[CH:4]=[C:5]([CH:8]=[CH:9][C:10]=1[NH:11][S:12]([CH3:15])(=[O:14])=[O:13])[CH2:6][NH2:7].[C:16]([C:20]1[N:25]=[CH:24][C:23]([O:26][CH2:27][C:28](O)=[O:29])=[CH:22][C:21]=1[Cl:31])([CH3:19])([CH3:18])[CH3:17].CN1CCOCC1. Product: [C:16]([C:20]1[N:25]=[CH:24][C:23]([O:26][CH2:27][C:28]([NH:7][CH2:6][C:5]2[CH:8]=[CH:9][C:10]([NH:11][S:12]([CH3:15])(=[O:14])=[O:13])=[C:3]([F:2])[CH:4]=2)=[O:29])=[CH:22][C:21]=1[Cl:31])([CH3:19])([CH3:17])[CH3:18]. The catalyst class is: 1. (6) Reactant: [NH2:1][C:2]1[CH:7]=[CH:6][C:5]([OH:8])=[C:4]([F:9])[CH:3]=1.[CH3:10][N:11]1[C:15](=O)[CH2:14][CH2:13][CH2:12]1.FC1C=CC=CN=1. Product: [F:9][C:4]1[CH:3]=[C:2]([NH:1][C:12]2[CH:13]=[CH:14][CH:15]=[CH:10][N:11]=2)[CH:7]=[CH:6][C:5]=1[OH:8]. The catalyst class is: 25. (7) The catalyst class is: 102. Reactant: Br[C:2]1[CH:3]=[C:4]([CH:28]=[CH:29][CH:30]=1)[CH2:5][N:6]1[C:14]2[C:9](=[CH:10][C:11]([NH:15][C:16]3[N:24]=[CH:23][C:22]([CH:25]4[CH2:27][CH2:26]4)=[CH:21][C:17]=3[C:18]([OH:20])=[O:19])=[CH:12][CH:13]=2)[CH:8]=[CH:7]1.[CH3:31][O:32][CH2:33][CH2:34][NH:35][CH3:36].C1(P(C2CCCCC2)C2C(OC)=CC=C(OC)C=2C2C(C(C)C)=CC(C(C)C)=CC=2C(C)C)CCCCC1.CC(C)([O-])C.[Na+]. Product: [CH:25]1([C:22]2[CH:23]=[N:24][C:16]([NH:15][C:11]3[CH:10]=[C:9]4[C:14](=[CH:13][CH:12]=3)[N:6]([CH2:5][C:4]3[CH:28]=[CH:29][CH:30]=[C:2]([N:35]([CH2:34][CH2:33][O:32][CH3:31])[CH3:36])[CH:3]=3)[CH:7]=[CH:8]4)=[C:17]([CH:21]=2)[C:18]([OH:20])=[O:19])[CH2:27][CH2:26]1. (8) Reactant: [CH3:1][O:2][C:3]1[CH:8]=[CH:7][C:6]([C:9]([C:33]2[CH:38]=[CH:37][C:36]([O:39][CH3:40])=[CH:35][CH:34]=2)([C:27]2[CH:32]=[CH:31][CH:30]=[CH:29][CH:28]=2)[NH:10][S:11]([C:14]2[S:15][C:16]3[CH:22]=[C:21]([O:23][CH2:24][C:25]#[CH:26])[CH:20]=[CH:19][C:17]=3[N:18]=2)(=[O:13])=[O:12])=[CH:5][CH:4]=1.[N:41]([C@@H:44]([CH2:71][C:72]1[CH:77]=[CH:76][C:75]([O:78][CH2:79][CH2:80][O:81][S:82]([C:85]2[CH:91]=[CH:90][C:88]([CH3:89])=[CH:87][CH:86]=2)(=[O:84])=[O:83])=[CH:74][CH:73]=1)[C:45]([N:47]([C@@H:55]([CH2:60][C:61]1[CH:66]=[CH:65][C:64]([C:67]([F:70])([F:69])[F:68])=[CH:63][CH:62]=1)[C:56]([O:58][CH3:59])=[O:57])[C:48]([O:50][C:51]([CH3:54])([CH3:53])[CH3:52])=[O:49])=[O:46])=[N+:42]=[N-:43].C(N(C(C)C)CC)(C)C. Product: [CH3:40][O:39][C:36]1[CH:35]=[CH:34][C:33]([C:9]([C:6]2[CH:7]=[CH:8][C:3]([O:2][CH3:1])=[CH:4][CH:5]=2)([C:27]2[CH:32]=[CH:31][CH:30]=[CH:29][CH:28]=2)[NH:10][S:11]([C:14]2[S:15][C:16]3[CH:22]=[C:21]([O:23][CH2:24][C:25]4[N:43]=[N:42][N:41]([C@@H:44]([CH2:71][C:72]5[CH:73]=[CH:74][C:75]([O:78][CH2:79][CH2:80][O:81][S:82]([C:85]6[CH:91]=[CH:90][C:88]([CH3:89])=[CH:87][CH:86]=6)(=[O:84])=[O:83])=[CH:76][CH:77]=5)[C:45]([N:47]([C@@H:55]([CH2:60][C:61]5[CH:62]=[CH:63][C:64]([C:67]([F:70])([F:69])[F:68])=[CH:65][CH:66]=5)[C:56]([O:58][CH3:59])=[O:57])[C:48]([O:50][C:51]([CH3:54])([CH3:53])[CH3:52])=[O:49])=[O:46])[CH:26]=4)[CH:20]=[CH:19][C:17]=3[N:18]=2)(=[O:13])=[O:12])=[CH:38][CH:37]=1. The catalyst class is: 356.